This data is from Forward reaction prediction with 1.9M reactions from USPTO patents (1976-2016). The task is: Predict the product of the given reaction. (1) Given the reactants Br[C:2]1[C:7]2=[N:8][C:9]([C:12]([NH2:14])=[O:13])=[CH:10][N:11]=[C:6]2[CH:5]=[N:4][CH:3]=1.[Cl:15][C:16]1[CH:21]=[C:20]([Cl:22])[CH:19]=[CH:18][C:17]=1B(O)O.C(=O)([O-])[O-].[Cs+].[Cs+].O1CCOCC1, predict the reaction product. The product is: [Cl:15][C:16]1[CH:21]=[C:20]([Cl:22])[CH:19]=[CH:18][C:17]=1[C:2]1[C:7]2=[N:8][C:9]([C:12]([NH2:14])=[O:13])=[CH:10][N:11]=[C:6]2[CH:5]=[N:4][CH:3]=1. (2) Given the reactants [C:1]([C:3]1[CH:4]=[C:5]([C:16]2[S:17][C:18]3[N:19]=[CH:20][N:21]=[CH:22][C:23]=3[N:24]=2)[CH:6]=[CH:7][C:8]=1[O:9][C:10]1[CH:11]=[N:12][CH:13]=[CH:14][CH:15]=1)#[N:2].CO.C(Cl)(Cl)[Cl:28], predict the reaction product. The product is: [ClH:28].[C:1]([C:3]1[CH:4]=[C:5]([C:16]2[S:17][C:18]3[N:19]=[CH:20][N:21]=[CH:22][C:23]=3[N:24]=2)[CH:6]=[CH:7][C:8]=1[O:9][C:10]1[CH:11]=[N:12][CH:13]=[CH:14][CH:15]=1)#[N:2]. (3) Given the reactants [NH2:1][CH2:2][C:3]([C:8]1[CH:13]=[C:12](C)[CH:11]=[CH:10][N:9]=1)([OH:7])[CH2:4][CH2:5][CH3:6].[CH3:15]C1N=C(C#N)C=CC=1.C([Mg]Br)CC, predict the reaction product. The product is: [NH2:1][CH2:2][C:3]([C:8]1[CH:13]=[CH:12][CH:11]=[C:10]([CH3:15])[N:9]=1)([OH:7])[CH2:4][CH2:5][CH3:6]. (4) Given the reactants [CH:1]1[C:13]2[NH:12][C:11]3[C:6](=[CH:7][CH:8]=[CH:9][CH:10]=3)[C:5]=2[CH:4]=[CH:3][CH:2]=1.[OH-].[K+].[CH2:16](Br)[CH:17]=[CH2:18].C(Cl)(Cl)Cl, predict the reaction product. The product is: [CH2:18]([N:12]1[C:11]2[CH:10]=[CH:9][CH:8]=[CH:7][C:6]=2[C:5]2[C:13]1=[CH:1][CH:2]=[CH:3][CH:4]=2)[CH:17]=[CH2:16]. (5) The product is: [ClH:30].[N:23]1([CH2:24][CH2:25][CH:16]([CH2:17][CH3:18])[C:15]([NH2:12])=[O:19])[CH2:22][CH2:21][O:20][CH2:27][CH2:28]1. Given the reactants C(OCCN1CC[N:12]([C:15](=[O:19])[CH2:16][CH2:17][CH3:18])CC1)(=O)CCC.[OH:20][CH2:21][CH2:22][N:23]1[CH2:28][CH2:27]N[CH2:25][CH2:24]1.C(Cl)(Cl)[Cl:30], predict the reaction product. (6) Given the reactants [N:1]([CH2:4][C:5]1[N:10]=[CH:9][C:8]2[O:11][CH2:12][CH2:13][O:14][C:7]=2[CH:6]=1)=[N+]=[N-], predict the reaction product. The product is: [O:14]1[C:7]2[CH:6]=[C:5]([CH2:4][NH2:1])[N:10]=[CH:9][C:8]=2[O:11][CH2:12][CH2:13]1. (7) The product is: [F:1][C:2]1[CH:3]=[CH:4][C:5]([C:8]2([CH2:21][O:22][CH2:23][C:24]3[C:32]4[NH:31][N:30]=[N:29][C:28]=4[CH:27]=[C:26]([C:41]([F:44])([F:42])[F:43])[CH:25]=3)[CH2:13][CH2:12][NH:11][CH2:10][CH2:9]2)=[CH:6][CH:7]=1. Given the reactants [F:1][C:2]1[CH:7]=[CH:6][C:5]([C:8]2([CH2:21][O:22][CH2:23][C:24]3[C:32]4[N:31]=[N:30][N:29](COCC[Si](C)(C)C)[C:28]=4[CH:27]=[C:26]([C:41]([F:44])([F:43])[F:42])[CH:25]=3)[CH2:13][CH2:12][N:11](C(OC(C)(C)C)=O)[CH2:10][CH2:9]2)=[CH:4][CH:3]=1, predict the reaction product.